This data is from Experimentally validated miRNA-target interactions with 360,000+ pairs, plus equal number of negative samples. The task is: Binary Classification. Given a miRNA mature sequence and a target amino acid sequence, predict their likelihood of interaction. (1) The miRNA is ssc-miR-181d-5p with sequence AACAUUCAUUGUUGUCGGUGGGUU. The protein sequence of the target gene is MGTTGLESLSLGDRGAAPTVTSSERLVPDPPNDLRKEDVAMELERVGEDEEQMMIKRSSECNPLLQEPIASAQFGATAGTECRKSVPCGWERVVKQRLFGKTAGRFDVYFISPQGLKFRSKSSLANYLHKNGETSLKPEDFDFTVLSKRGIKSRYKDCSMAALTSHLQNQSNNSNWNLRTRSKCKKDVFMPPSSSSELQESRGLSNFTSTHLLLKEDEGVDDVNFRKVRKPKGKVTILKGIPIKKTKKGCRKSCSGFVQSDSKRESVCNKADAESEPVAQKSQLDRTVCISDAGACGETL.... Result: 0 (no interaction). (2) The miRNA is hsa-miR-548t-5p with sequence CAAAAGUGAUCGUGGUUUUUG. Result: 1 (interaction). The protein sequence of the target gene is MNSVGEACTDMKREYDQCFNRWFAEKFLKGDSSGDPCTDLFKRYQQCVQKAIKEKEIPIEGLEFMGHGKEKPENSS. (3) The miRNA is hsa-miR-4747-5p with sequence AGGGAAGGAGGCUUGGUCUUAG. The protein sequence of the target gene is MGTEWHKPKLSLALVLLTLEAGWAQEGSEPVLLEGECLVVCEPGRPTAGGPGGAALGEAPPGRVAFAAVRSHHHEPAGETGNGTSGAIYFDQVLVNEGEGFDRTSGCFVAPVRGVYSFRFHVVKVYNRQTVQVSLMLNTWPVISAFANDPDVTREAATSSVLLPLDPGDRVSLRLRRGNLLGGWKYSSFSGFLIFPL. Result: 0 (no interaction). (4) Result: 1 (interaction). The miRNA is hsa-miR-4726-3p with sequence ACCCAGGUUCCCUCUGGCCGCA. The protein sequence of the target gene is MKMASSLAFLLLNFHVSLLLVQLLTPCSAQFSVLGPSGPILAMVGEDADLPCHLFPTMSAETMELKWVSSSLRQVVNVYADGKEVEDRQSAPYRGRTSILRDGITAGKAALRIHNVTASDSGKYLCYFQDGDFYEKALVELKVAALGSNLHVEVKGYEDGGIHLECRSTGWYPQPQIQWSNAKGENIPAVEAPVVADGVGLYEVAASVIMRGGSGEGVSCIIRNSLLGLEKTASISIADPFFRSAQPWIAALAGTLPILLLLLAGASYFLWRQQKEITALSSEIESEQEMKEMGYAATER.... (5) The miRNA is hsa-miR-3925-3p with sequence ACUCCAGUUUUAGUUCUCUUG. The protein sequence of the target gene is MVQLVLQYRDYQRATQRLAGIPELLNKLRQAPDFYVEMKWEFTSWVPLVSKMCPSDVYRVWKRGESLRVDTSLLGFEHMTWQRGRRSFIFKGQEAGALVMEVDHDRQVVHVETLGLTLQEPETLLAAMRPSEEHVASRLTSPIVSTHLDTRNVAFERNKCGIWGWRSEKMETVSGYEAKVYSATNVELVTRTRTEHLSDQDKSRSKAGKTPFQSFLGMAQQHSSHTGAPVQQAASPTNPTAISPEEYFDPNFSLESRNIGRPIEMSSKVQRFKATLWLSEEHPLSLGDQVTPIIDLMAIS.... Result: 0 (no interaction).